This data is from Catalyst prediction with 721,799 reactions and 888 catalyst types from USPTO. The task is: Predict which catalyst facilitates the given reaction. (1) Reactant: [NH2:1][C:2]1[C:7]([C:8]([NH2:10])=[O:9])=[C:6]([NH:11][C:12]2[CH:17]=[C:16]([O:18][CH3:19])[CH:15]=[C:14]([O:20][CH3:21])[CH:13]=2)[N:5]=[C:4]([S:22][CH3:23])[N:3]=1.Cl[CH2:25][CH:26]=O. Product: [CH3:19][O:18][C:16]1[CH:17]=[C:12]([NH:11][C:6]2[N:5]=[C:4]([S:22][CH3:23])[N:3]3[CH:25]=[CH:26][N:1]=[C:2]3[C:7]=2[C:8]([NH2:10])=[O:9])[CH:13]=[C:14]([O:20][CH3:21])[CH:15]=1. The catalyst class is: 3. (2) Reactant: [CH3:1][O:2][C:3]([CH:5]1[C:11](=O)[CH2:10][CH:9]([C:13]([O:15][CH3:16])=[O:14])[C:7](=O)[CH2:6]1)=[O:4].[CH3:17][O:18][C:19]1[CH:25]=[CH:24][C:22]([NH2:23])=[CH:21][CH:20]=1.Cl. Product: [CH3:17][O:18][C:19]1[CH:25]=[CH:24][C:22]([NH:23][C:7]2[CH2:6][C:5]([C:3]([O:2][CH3:1])=[O:4])=[C:11]([NH:23][C:22]3[CH:24]=[CH:25][C:19]([O:18][CH3:17])=[CH:20][CH:21]=3)[CH2:10][C:9]=2[C:13]([O:15][CH3:16])=[O:14])=[CH:21][CH:20]=1. The catalyst class is: 5. (3) The catalyst class is: 15. Product: [Cl:20][C:21]1[CH:26]=[C:25]([N:27]2[C:12]([CH2:11][C:5]3[CH:6]=[CH:7][C:8]([O:9][CH3:10])=[C:3]([O:2][CH3:1])[CH:4]=3)=[N:14][CH:15]=[N:28]2)[N:24]=[C:23]([CH3:29])[N:22]=1. Reactant: [CH3:1][O:2][C:3]1[CH:4]=[C:5]([CH2:11][C:12](/[N:14]=[C:15](\N(C)C)/C)=O)[CH:6]=[CH:7][C:8]=1[O:9][CH3:10].[Cl:20][C:21]1[CH:26]=[C:25]([NH:27][NH2:28])[N:24]=[C:23]([CH3:29])[N:22]=1. (4) Reactant: [N+:1]([C:4]1[CH:12]=[CH:11][C:7]([C:8]([OH:10])=O)=[CH:6][CH:5]=1)([O-:3])=[O:2].CCN=C=NCCCN(C)C.Cl.C1C=CC2N(O)N=NC=2C=1.[C:35]([N:42]1[CH2:47][CH2:46][NH:45][CH2:44][CH2:43]1)([O:37][C:38]([CH3:41])([CH3:40])[CH3:39])=[O:36].CCN(CC)CC. Product: [N+:1]([C:4]1[CH:5]=[CH:6][C:7]([C:8]([N:45]2[CH2:44][CH2:43][N:42]([C:35]([O:37][C:38]([CH3:41])([CH3:40])[CH3:39])=[O:36])[CH2:47][CH2:46]2)=[O:10])=[CH:11][CH:12]=1)([O-:3])=[O:2]. The catalyst class is: 2. (5) Reactant: [N:1]1[N:5]2[CH:6]=[CH:7][C:8]([C:10]3[CH:15]=[CH:14][N:13]([CH2:16][CH2:17][C:18]([F:21])([F:20])[F:19])[C:12](=[O:22])[CH:11]=3)=[N:9][C:4]2=[CH:3][CH:2]=1.[Br:23]N1C(=O)CCC1=O. Product: [Br:23][C:3]1[CH:2]=[N:1][N:5]2[CH:6]=[CH:7][C:8]([C:10]3[CH:15]=[CH:14][N:13]([CH2:16][CH2:17][C:18]([F:20])([F:19])[F:21])[C:12](=[O:22])[CH:11]=3)=[N:9][C:4]=12. The catalyst class is: 115. (6) Reactant: [F:1][C:2]1[C:10]([NH:11][CH3:12])=[CH:9][CH:8]=[CH:7]C=1C(O)=O.[C:13](Cl)(=[O:20])[C:14]1[CH:19]=[CH:18][CH:17]=[CH:16][CH:15]=1.N1C=CC=CC=1.[C:28]([O:31][CH2:32]C)(=[O:30])[CH3:29]. Product: [F:1][C:2]1[C:10]([N:11]([CH3:12])[C:13](=[O:20])[C:14]2[CH:19]=[CH:18][CH:17]=[CH:16][CH:15]=2)=[CH:9][CH:8]=[CH:7][C:29]=1[C:28]([O:31][CH3:32])=[O:30]. The catalyst class is: 7.